Dataset: Catalyst prediction with 721,799 reactions and 888 catalyst types from USPTO. Task: Predict which catalyst facilitates the given reaction. (1) The catalyst class is: 4. Product: [NH3:8].[NH2:11][CH2:10][C:9]([NH:8][CH2:1][C:2]1[CH:7]=[CH:6][CH:5]=[CH:4][CH:3]=1)=[O:19]. Reactant: [CH2:1]([NH:8][C:9](=[O:19])[CH2:10][NH:11]C(OC(C)(C)C)=O)[C:2]1[CH:7]=[CH:6][CH:5]=[CH:4][CH:3]=1.FC(F)(F)C(O)=O.C(=O)(O)[O-].[Na+]. (2) Reactant: [Br:1][C:2]1[CH:7]=[C:6](/[C:8](=[N:10]/[S:11]([C:13]([CH3:16])([CH3:15])[CH3:14])=[O:12])/[CH3:9])[CH:5]=[CH:4][N:3]=1.CCC(C)[BH-](C(C)CC)C(C)CC.[Li+]. Product: [Br:1][C:2]1[CH:7]=[C:6]([C@@H:8]([NH:10][S:11]([C:13]([CH3:14])([CH3:16])[CH3:15])=[O:12])[CH3:9])[CH:5]=[CH:4][N:3]=1. The catalyst class is: 1.